Dataset: Forward reaction prediction with 1.9M reactions from USPTO patents (1976-2016). Task: Predict the product of the given reaction. (1) Given the reactants [NH2:1][C:2]1[N:6]([C:7]2[N:12]=[CH:11][N:10]=[C:9]([NH:13][CH3:14])[CH:8]=2)[N:5]=[C:4]([CH3:15])[CH:3]=1.[C:16]([O:20][C:21](=[O:31])[NH:22][C:23]1[CH:28]=[CH:27][C:26]([CH3:29])=[C:25](Br)[CH:24]=1)([CH3:19])([CH3:18])[CH3:17].C([O-])([O-])=O.[Cs+].[Cs+].C1(P(C2C=CC=CC=2)C2C3OC4C(=CC=CC=4P(C4C=CC=CC=4)C4C=CC=CC=4)C(C)(C)C=3C=CC=2)C=CC=CC=1, predict the reaction product. The product is: [CH3:29][C:26]1[CH:25]=[CH:24][C:23]([NH:22][C:21](=[O:31])[O:20][C:16]([CH3:18])([CH3:17])[CH3:19])=[CH:28][C:27]=1[NH:1][C:2]1[N:6]([C:7]2[CH:8]=[C:9]([NH:13][CH3:14])[N:10]=[CH:11][N:12]=2)[N:5]=[C:4]([CH3:15])[CH:3]=1. (2) Given the reactants Cl.C(O[C:5]([C:7]1[CH:8]=[C:9]2[C:13](=[CH:14][CH:15]=1)[NH:12][N:11]=[C:10]2[C:16]1[CH:21]=[CH:20][C:19]([F:22])=[CH:18][CH:17]=1)=[NH:6])C.C(N(CC)CC)C.[CH3:30][O:31][C:32]1[CH:41]=[CH:40][C:35]([C:36]([NH:38][NH2:39])=O)=[CH:34][CH:33]=1, predict the reaction product. The product is: [F:22][C:19]1[CH:18]=[CH:17][C:16]([C:10]2[C:9]3[C:13](=[CH:14][CH:15]=[C:7]([C:5]4[NH:6][C:36]([C:35]5[CH:40]=[CH:41][C:32]([O:31][CH3:30])=[CH:33][CH:34]=5)=[N:38][N:39]=4)[CH:8]=3)[NH:12][N:11]=2)=[CH:21][CH:20]=1. (3) The product is: [C:1]1([C:7]2[CH:8]=[C:9]3[C:13](=[C:14]([C:16]([NH2:18])=[O:17])[CH:15]=2)[NH:12][CH:11]=[C:10]3[CH:19]2[CH2:24][CH2:23][N:22]([S:39]([C:36]3[CH:37]=[CH:38][S:34][CH:35]=3)(=[O:41])=[O:40])[CH2:21][CH2:20]2)[CH:2]=[CH:3][CH:4]=[CH:5][CH:6]=1. Given the reactants [C:1]1([C:7]2[CH:8]=[C:9]3[C:13](=[C:14]([C:16]([NH2:18])=[O:17])[CH:15]=2)[NH:12][CH:11]=[C:10]3[CH:19]2[CH2:24][CH2:23][NH:22][CH2:21][CH2:20]2)[CH:6]=[CH:5][CH:4]=[CH:3][CH:2]=1.C(N(C(C)C)CC)(C)C.[S:34]1[CH:38]=[CH:37][C:36]([S:39](Cl)(=[O:41])=[O:40])=[CH:35]1, predict the reaction product. (4) Given the reactants CC([O-])(C)C.[K+].[CH2:7]([O:9]C=O)[CH3:8].[CH3:12][CH:13]([CH3:19])[CH2:14][CH2:15][C:16](=[O:18])C, predict the reaction product. The product is: [OH:18][CH:16]=[C:15]([CH2:14][CH:13]([CH3:19])[CH3:12])[C:7](=[O:9])[CH3:8].